Dataset: CYP2C19 inhibition data for predicting drug metabolism from PubChem BioAssay. Task: Regression/Classification. Given a drug SMILES string, predict its absorption, distribution, metabolism, or excretion properties. Task type varies by dataset: regression for continuous measurements (e.g., permeability, clearance, half-life) or binary classification for categorical outcomes (e.g., BBB penetration, CYP inhibition). Dataset: cyp2c19_veith. The compound is Cl.OC(c1ccccc1)(c1ccc(F)cc1)C(c1ccccc1)N1CCOCC1. The result is 1 (inhibitor).